Dataset: Reaction yield outcomes from USPTO patents with 853,638 reactions. Task: Predict the reaction yield, written as a fraction of the theoretical maximum amount of product (1.0 means a 100% yield; for example, 0.34 means a 34% yield). (1) The reactants are [CH3:1][O:2][C:3]1[C:8]([NH:9][CH:10]=O)=[CH:7][CH:6]=[C:5]([N:12]2[CH2:17][CH2:16][O:15][CH2:14][CH2:13]2)[N:4]=1.CS(C1[N:23]=[CH:24][C:25]2[CH:31]=[CH:30][N:29]=[C:28]([NH:32][CH2:33][C:34]([CH3:37])([CH3:36])[CH3:35])[C:26]=2[N:27]=1)(=O)=O. No catalyst specified. The product is [CH3:1][O:2][C:3]1[C:8]([NH:9][C:10]2[N:23]=[CH:24][C:25]3[CH:31]=[CH:30][N:29]=[C:28]([NH:32][CH2:33][C:34]([CH3:37])([CH3:36])[CH3:35])[C:26]=3[N:27]=2)=[CH:7][CH:6]=[C:5]([N:12]2[CH2:17][CH2:16][O:15][CH2:14][CH2:13]2)[N:4]=1. The yield is 0.140. (2) The reactants are [C:1]([CH:3]1[CH2:5][CH2:4]1)#[CH:2].C(N(CC)CC)C.Br[C:14]1[CH:35]=[CH:34][C:17]([C:18]([NH:20][S:21]([C:24]2[CH:29]=[CH:28][CH:27]=[CH:26][C:25]=2[S:30](=[O:33])(=[O:32])[NH2:31])(=[O:23])=[O:22])=[O:19])=[CH:16][C:15]=1[O:36][CH3:37]. The catalyst is CN(C)C=O.C1C=CC([P]([Pd]([P](C2C=CC=CC=2)(C2C=CC=CC=2)C2C=CC=CC=2)([P](C2C=CC=CC=2)(C2C=CC=CC=2)C2C=CC=CC=2)[P](C2C=CC=CC=2)(C2C=CC=CC=2)C2C=CC=CC=2)(C2C=CC=CC=2)C2C=CC=CC=2)=CC=1.[Cu]I. The product is [CH:3]1([C:1]#[C:2][C:14]2[CH:35]=[CH:34][C:17]([C:18]([NH:20][S:21]([C:24]3[CH:29]=[CH:28][CH:27]=[CH:26][C:25]=3[S:30](=[O:32])(=[O:33])[NH2:31])(=[O:22])=[O:23])=[O:19])=[CH:16][C:15]=2[O:36][CH3:37])[CH2:5][CH2:4]1. The yield is 0.480. (3) The reactants are [CH3:1][N:2]([CH3:25])[C:3]([N:5]1[CH2:9][CH:8]2[CH2:10][C:11]([NH:14][CH2:15][C:16]([N:18]3[CH2:22][CH2:21][CH2:20][C@H:19]3[C:23]#[N:24])=[O:17])([CH3:13])[CH2:12][CH:7]2[CH2:6]1)=[O:4].O.[C:27]1([CH3:37])[CH:32]=[CH:31][C:30]([S:33]([OH:36])(=[O:35])=[O:34])=[CH:29][CH:28]=1.C(OCC)(=O)C. The catalyst is ClCCl. The product is [C:27]1([CH3:37])[CH:28]=[CH:29][C:30]([S:33]([OH:36])(=[O:34])=[O:35])=[CH:31][CH:32]=1.[CH3:25][N:2]([CH3:1])[C:3]([N:5]1[CH2:6][CH:7]2[CH2:12][C:11]([NH:14][CH2:15][C:16]([N:18]3[CH2:22][CH2:21][CH2:20][C@H:19]3[C:23]#[N:24])=[O:17])([CH3:13])[CH2:10][CH:8]2[CH2:9]1)=[O:4]. The yield is 0.868. (4) The reactants are [OH:1][C:2]1[CH:7]=[CH:6][C:5]([C:8](=[S:10])[NH2:9])=[CH:4][C:3]=1[CH2:11][CH2:12][CH3:13].Cl[CH:15]1[CH2:20][CH2:19][CH2:18][CH2:17][C:16]1=O. The product is [CH2:11]([C:3]1[CH:4]=[C:5]([C:8]2[S:10][C:15]3[CH2:20][CH2:19][CH2:18][CH2:17][C:16]=3[N:9]=2)[CH:6]=[CH:7][C:2]=1[OH:1])[CH2:12][CH3:13]. The catalyst is C1(C)C=CC=CC=1.O.C1(C)C=CC(S(O)(=O)=O)=CC=1. The yield is 0.980. (5) The yield is 0.270. The product is [NH2:1][C:2]1[N:7]=[CH:6][N:5]=[C:4]2[N:8]([CH:19]([C:21]3[O:22][C:23]4[C:28]([C:29](=[O:38])[C:30]=3[C:31]3[CH:36]=[CH:35][CH:34]=[C:33]([F:37])[CH:32]=3)=[CH:27][C:26]([F:39])=[CH:25][CH:24]=4)[CH3:20])[N:9]=[C:10]([C:11]3[CH:16]=[CH:15][CH:14]=[C:13]([OH:17])[CH:12]=3)[C:3]=12. The catalyst is ClCCl.B(Br)(Br)Br. The reactants are [NH2:1][C:2]1[N:7]=[CH:6][N:5]=[C:4]2[N:8]([CH:19]([C:21]3[O:22][C:23]4[C:28]([C:29](=[O:38])[C:30]=3[C:31]3[CH:36]=[CH:35][CH:34]=[C:33]([F:37])[CH:32]=3)=[CH:27][C:26]([F:39])=[CH:25][CH:24]=4)[CH3:20])[N:9]=[C:10]([C:11]3[CH:16]=[CH:15][CH:14]=[C:13]([O:17]C)[CH:12]=3)[C:3]=12. (6) The reactants are [C:1]([C:3]([C:11]1[S:12][C:13]([C:16]#[N:17])=[CH:14][CH:15]=1)([CH:8]([CH3:10])[CH3:9])[CH2:4][CH2:5][CH2:6]I)#[N:2].C(N(CC)CC)C.[C:25]([C:27]1[S:31][C:30]([CH2:32][CH2:33][CH2:34][N:35]2[CH2:40][CH2:39][NH:38][CH2:37][CH2:36]2)=[CH:29][CH:28]=1)#[N:26]. The yield is 0.928. The catalyst is C(#N)C. The product is [C:1]([C:3]([C:11]1[S:12][C:13]([C:16]#[N:17])=[CH:14][CH:15]=1)([CH:8]([CH3:10])[CH3:9])[CH2:4][CH2:5][CH2:6][N:38]1[CH2:39][CH2:40][N:35]([CH2:34][CH2:33][CH2:32][C:30]2[S:31][C:27]([C:25]#[N:26])=[CH:28][CH:29]=2)[CH2:36][CH2:37]1)#[N:2].